From a dataset of CYP2C9 inhibition data for predicting drug metabolism from PubChem BioAssay. Regression/Classification. Given a drug SMILES string, predict its absorption, distribution, metabolism, or excretion properties. Task type varies by dataset: regression for continuous measurements (e.g., permeability, clearance, half-life) or binary classification for categorical outcomes (e.g., BBB penetration, CYP inhibition). Dataset: cyp2c9_veith. (1) The result is 0 (non-inhibitor). The compound is CN(C)C(=O)c1ccc(-c2cncnc2N2CCNCC2)cc1. (2) The compound is CCCCn1cnc2c(c(CC#N)nn2-c2ccccc2)c1=N. The result is 0 (non-inhibitor). (3) The drug is CC[C@@]1(O)C(=O)OCc2c1cc1n(c2=O)Cc2cc3c(NC(=O)CN)cccc3nc2-1.Cl. The result is 0 (non-inhibitor).